From a dataset of Full USPTO retrosynthesis dataset with 1.9M reactions from patents (1976-2016). Predict the reactants needed to synthesize the given product. (1) Given the product [CH3:21][N:22]1[C:26]([C:2]2[C:3]([CH3:20])=[C:4]([CH:9]=[C:10]([C:12]3[CH:13]=[N:14][C:15]([S:18][CH3:19])=[N:16][CH:17]=3)[CH:11]=2)[C:5]([O:7][CH3:8])=[O:6])=[C:25]([CH3:36])[CH:24]=[N:23]1, predict the reactants needed to synthesize it. The reactants are: Br[C:2]1[C:3]([CH3:20])=[C:4]([CH:9]=[C:10]([C:12]2[CH:13]=[N:14][C:15]([S:18][CH3:19])=[N:16][CH:17]=2)[CH:11]=1)[C:5]([O:7][CH3:8])=[O:6].[CH3:21][N:22]1[C:26](B2OC(C)(C)C(C)(C)O2)=[C:25]([CH3:36])[CH:24]=[N:23]1.C(=O)([O-])[O-].[Na+].[Na+]. (2) Given the product [OH:24][CH2:23][C:9]1[N:10]=[C:11]([C:13]2[CH:18]=[CH:17][C:16]([C:19]([F:20])([F:21])[F:22])=[CH:15][CH:14]=2)[S:12][C:8]=1[CH2:7][O:6][C:5]1[CH:28]=[CH:29][C:30]([C:31]2[NH:35][C:34](=[O:36])[O:33][N:32]=2)=[C:3]([O:2][CH3:1])[CH:4]=1, predict the reactants needed to synthesize it. The reactants are: [CH3:1][O:2][C:3]1[CH:4]=[C:5]([CH:28]=[CH:29][C:30]=1[C:31]1[NH:35][C:34](=[O:36])[O:33][N:32]=1)[O:6][CH2:7][C:8]1[S:12][C:11]([C:13]2[CH:18]=[CH:17][C:16]([C:19]([F:22])([F:21])[F:20])=[CH:15][CH:14]=2)=[N:10][C:9]=1[CH2:23][O:24]C(=O)C.[OH-].[Li+]. (3) Given the product [Cl:12][C:13]1[N:18]=[C:17]([NH:11][C@@H:9]([C:5]2[CH:6]=[CH:7][CH:8]=[C:3]([O:2][CH3:1])[CH:4]=2)[CH3:10])[C:16]([Cl:20])=[CH:15][N:14]=1, predict the reactants needed to synthesize it. The reactants are: [CH3:1][O:2][C:3]1[CH:4]=[C:5]([C@H:9]([NH2:11])[CH3:10])[CH:6]=[CH:7][CH:8]=1.[Cl:12][C:13]1[N:18]=[C:17](Cl)[C:16]([Cl:20])=[CH:15][N:14]=1.C(=O)([O-])[O-].[K+].[K+]. (4) Given the product [CH2:23]([O:1][N:2]1[C:7](=[O:8])[C:6]([C:9]([O:11][CH3:12])=[O:10])=[CH:5][CH:4]=[C:3]1[C:13]([O:15][CH3:16])=[O:14])[C:24]1[CH:29]=[CH:28][CH:27]=[CH:26][CH:25]=1, predict the reactants needed to synthesize it. The reactants are: [OH:1][N:2]1[C:7](=[O:8])[C:6]([C:9]([O:11][CH3:12])=[O:10])=[CH:5][CH:4]=[C:3]1[C:13]([O:15][CH3:16])=[O:14].C(=O)([O-])[O-].[K+].[K+].[CH2:23](Cl)[C:24]1[CH:29]=[CH:28][CH:27]=[CH:26][CH:25]=1. (5) Given the product [C:13]([O:17][C:18](=[O:44])[NH:19][C@H:20]1[CH2:25][CH2:24][C@H:23]([CH2:26][CH:27]2[CH2:30][C:31]3[C:40]4[C:35](=[CH:36][CH:37]=[C:38]([O:41][CH3:42])[CH:39]=4)[N:34]=[CH:33][C:32]=3[O:43][CH2:28]2)[CH2:22][CH2:21]1)([CH3:16])([CH3:15])[CH3:14], predict the reactants needed to synthesize it. The reactants are: N(C(OCC)=O)=NC(OCC)=O.[C:13]([O:17][C:18](=[O:44])[NH:19][C@H:20]1[CH2:25][CH2:24][C@H:23]([CH2:26][CH:27]([CH2:30][C:31]2[C:40]3[C:35](=[CH:36][CH:37]=[C:38]([O:41][CH3:42])[CH:39]=3)[N:34]=[CH:33][C:32]=2[OH:43])[CH2:28]O)[CH2:22][CH2:21]1)([CH3:16])([CH3:15])[CH3:14].C1(P(C2C=CC=CC=2)C2C=CC=CC=2)C=CC=CC=1.C(OCC)(=O)C.